Dataset: Reaction yield outcomes from USPTO patents with 853,638 reactions. Task: Predict the reaction yield, written as a fraction of the theoretical maximum amount of product (1.0 means a 100% yield; for example, 0.34 means a 34% yield). (1) The reactants are [CH3:1][O:2][C:3](=[O:20])[CH:4]([C:12]1[CH:17]=[CH:16][C:15]([Cl:18])=[C:14]([Cl:19])[CH:13]=1)[CH2:5][CH:6]1[CH2:10][CH2:9][CH2:8][CH:7]1[OH:11].C[N+]1([O-])CCOCC1.C([N+](CCC)(CCC)CCC)CC. The catalyst is C(Cl)Cl. The product is [CH3:1][O:2][C:3](=[O:20])[CH:4]([C:12]1[CH:17]=[CH:16][C:15]([Cl:18])=[C:14]([Cl:19])[CH:13]=1)[CH2:5][CH:6]1[CH2:10][CH2:9][CH2:8][C:7]1=[O:11]. The yield is 0.685. (2) The reactants are [CH2:1]([O:3][C:4]1[CH:9]=[CH:8][C:7]([S:10]([N:13]2[CH2:18][CH2:17][N:16]([CH2:19][CH2:20][OH:21])[CH2:15][CH2:14]2)(=[O:12])=[O:11])=[CH:6][C:5]=1[C:22]1[NH:23][C:24](=[O:35])[C:25]2[N:30]([CH3:31])[CH:29]=[C:28]([CH2:32][CH2:33][CH3:34])[C:26]=2[N:27]=1)[CH3:2].[C:36]([O:40][C:41]([NH:43][C@H:44]([C:48](O)=[O:49])[CH:45]([CH3:47])[CH3:46])=[O:42])([CH3:39])([CH3:38])[CH3:37].C(Cl)CCl. The catalyst is CN(C1C=CN=CC=1)C.C(Cl)Cl. The product is [C:36]([O:40][C:41]([NH:43][C@H:44]([C:48]([O:21][CH2:20][CH2:19][N:16]1[CH2:15][CH2:14][N:13]([S:10]([C:7]2[CH:8]=[CH:9][C:4]([O:3][CH2:1][CH3:2])=[C:5]([C:22]3[NH:23][C:24](=[O:35])[C:25]4[N:30]([CH3:31])[CH:29]=[C:28]([CH2:32][CH2:33][CH3:34])[C:26]=4[N:27]=3)[CH:6]=2)(=[O:11])=[O:12])[CH2:18][CH2:17]1)=[O:49])[CH:45]([CH3:46])[CH3:47])=[O:42])([CH3:38])([CH3:39])[CH3:37]. The yield is 0.920.